This data is from Peptide-MHC class I binding affinity with 185,985 pairs from IEDB/IMGT. The task is: Regression. Given a peptide amino acid sequence and an MHC pseudo amino acid sequence, predict their binding affinity value. This is MHC class I binding data. (1) The peptide sequence is VLPVPGASV. The MHC is HLA-B58:01 with pseudo-sequence HLA-B58:01. The binding affinity (normalized) is 0.0847. (2) The peptide sequence is VKSMILHEI. The MHC is HLA-B37:01 with pseudo-sequence HLA-B37:01. The binding affinity (normalized) is 0.412. (3) The peptide sequence is LAFGRTGYV. The MHC is HLA-B46:01 with pseudo-sequence HLA-B46:01. The binding affinity (normalized) is 0.0847. (4) The peptide sequence is SLPLPNFSSL. The MHC is HLA-A02:06 with pseudo-sequence HLA-A02:06. The binding affinity (normalized) is 0.403. (5) The peptide sequence is DQAQLNAW. The MHC is Mamu-B52 with pseudo-sequence Mamu-B52. The binding affinity (normalized) is 0.387. (6) The peptide sequence is RRELSKEKL. The MHC is HLA-B15:01 with pseudo-sequence HLA-B15:01. The binding affinity (normalized) is 0.0847. (7) The peptide sequence is FLLRRWGGT. The MHC is HLA-B08:01 with pseudo-sequence HLA-B08:01. The binding affinity (normalized) is 0.363. (8) The peptide sequence is AADFPGIAR. The MHC is HLA-B46:01 with pseudo-sequence HLA-B46:01. The binding affinity (normalized) is 0.0847. (9) The peptide sequence is YHRFGLYRL. The MHC is HLA-B38:01 with pseudo-sequence HLA-B38:01. The binding affinity (normalized) is 0.214.